This data is from Retrosynthesis with 50K atom-mapped reactions and 10 reaction types from USPTO. The task is: Predict the reactants needed to synthesize the given product. (1) Given the product CCCCCCCCc1ccc2c(c1)CCC(C(C)(C(=O)O)C(=O)OCC)C2, predict the reactants needed to synthesize it. The reactants are: CCCCCCCCc1ccc2c(c1)CCC(C(C)(C(=O)OCC)C(=O)OCC)C2. (2) Given the product CC[Si](CC)(CC)c1cc(Br)nc([C@](CO)(NC(=O)CCl)C(F)F)c1F, predict the reactants needed to synthesize it. The reactants are: CC[Si](CC)(CC)c1cc(Br)nc([C@@](N)(CO)C(F)F)c1F.O=C(Cl)CCl. (3) Given the product CCOP(=O)(Cc1ccccc1C=NNC(N)=S)OCC, predict the reactants needed to synthesize it. The reactants are: CCOP(=O)(Cc1ccccc1C=O)OCC.NNC(N)=S.